Dataset: Full USPTO retrosynthesis dataset with 1.9M reactions from patents (1976-2016). Task: Predict the reactants needed to synthesize the given product. (1) Given the product [C:21]([NH2:29])(=[O:28])[C:22]1[CH:27]=[CH:26][N:25]=[CH:24][CH:23]=1.[C:30]([OH:35])(=[O:34])[CH:31]([CH3:33])[OH:32], predict the reactants needed to synthesize it. The reactants are: C1SC(NC(N)=N)=NC=1CSCCC(NS(N)(=O)=O)=N.[C:21]([NH2:29])(=[O:28])[C:22]1[CH:27]=[CH:26][N:25]=[CH:24][CH:23]=1.[C:30]([OH:35])(=[O:34])[CH:31]([CH3:33])[OH:32]. (2) Given the product [CH2:1]([O:8][C@H:9]1[C@H:14]([O:15][CH2:16][C:17]2[CH:22]=[CH:21][CH:20]=[CH:19][CH:18]=2)[C@@H:13]([O:23][CH2:24][C:25]2[CH:30]=[CH:29][CH:28]=[CH:27][CH:26]=2)[C@H:12]([C:31]2[CH:36]=[CH:35][C:34]([Cl:58])=[C:33]([CH2:38][C:39]3[S:40][C:41]([C:44]4[O:45][CH:46]=[CH:47][CH:48]=4)=[CH:42][N:57]=3)[CH:32]=2)[O:11][C@@H:10]1[C:49]1([OH:50])[CH2:54][CH2:53]1)[C:2]1[CH:3]=[CH:4][CH:5]=[CH:6][CH:7]=1, predict the reactants needed to synthesize it. The reactants are: [CH2:1]([O:8][C@H:9]1[C@H:14]([O:15][CH2:16][C:17]2[CH:22]=[CH:21][CH:20]=[CH:19][CH:18]=2)[C@@H:13]([O:23][CH2:24][C:25]2[CH:30]=[CH:29][CH:28]=[CH:27][CH:26]=2)[C@H:12]([C:31]2[CH:36]=[CH:35][C:34](Cl)=[C:33]([CH2:38][C:39]3[S:40][C:41]([C:44]4[O:45][CH:46]=[CH:47][CH:48]=4)=[CH:42]N=3)[CH:32]=2)[O:11][C@@H:10]1[C:49](OC)=[O:50])[C:2]1[CH:7]=[CH:6][CH:5]=[CH:4][CH:3]=1.[CH2:53]([Mg]Cl)[CH3:54].[NH4+:57].[Cl-:58]. (3) Given the product [CH2:15]([O:17][C:18]([C:20]1([CH2:38][C:37]2[CH:40]=[CH:41][C:34]([F:33])=[CH:35][CH:36]=2)[CH2:25][CH2:24][N:23]([C:26]([O:28][C:29]([CH3:31])([CH3:30])[CH3:32])=[O:27])[CH2:22][CH2:21]1)=[O:19])[CH3:16], predict the reactants needed to synthesize it. The reactants are: CCN(C(C)C)C(C)C.[Li]CCCC.[CH2:15]([O:17][C:18]([CH:20]1[CH2:25][CH2:24][N:23]([C:26]([O:28][C:29]([CH3:32])([CH3:31])[CH3:30])=[O:27])[CH2:22][CH2:21]1)=[O:19])[CH3:16].[F:33][C:34]1[CH:41]=[CH:40][C:37]([CH2:38]Br)=[CH:36][CH:35]=1. (4) Given the product [C:2]1([C:27]2[CH:32]=[CH:31][CH:30]=[CH:29][CH:28]=2)[CH:7]=[CH:6][CH:5]=[C:4]([N:8]2[CH2:13][CH2:12][N:11]([CH2:14][C:15]([N:17]3[CH2:22][CH2:21][N:20]([CH:23]4[CH2:26][CH2:25][CH2:24]4)[CH2:19][CH2:18]3)=[O:16])[CH2:10][CH2:9]2)[CH:3]=1, predict the reactants needed to synthesize it. The reactants are: Br[C:2]1[CH:3]=[C:4]([N:8]2[CH2:13][CH2:12][N:11]([CH2:14][C:15]([N:17]3[CH2:22][CH2:21][N:20]([CH:23]4[CH2:26][CH2:25][CH2:24]4)[CH2:19][CH2:18]3)=[O:16])[CH2:10][CH2:9]2)[CH:5]=[CH:6][CH:7]=1.[C:27]1(B(O)O)[CH:32]=[CH:31][CH:30]=[CH:29][CH:28]=1. (5) Given the product [CH:1]([C:3]1[S:7][C:6]([NH:8][C:16](=[O:17])[C:15]2[CH:19]=[C:20]([O:22][C:23]3[CH:28]=[CH:27][CH:26]=[CH:25][CH:24]=3)[CH:21]=[C:13]([O:12][CH:9]([CH3:10])[CH3:11])[CH:14]=2)=[N:5][CH:4]=1)=[O:2], predict the reactants needed to synthesize it. The reactants are: [CH:1]([C:3]1[S:7][C:6]([NH2:8])=[N:5][CH:4]=1)=[O:2].[CH:9]([O:12][C:13]1[CH:14]=[C:15]([CH:19]=[C:20]([O:22][C:23]2[CH:28]=[CH:27][CH:26]=[CH:25][CH:24]=2)[CH:21]=1)[C:16](O)=[O:17])([CH3:11])[CH3:10]. (6) Given the product [ClH:1].[F:24][C:21]1[CH:22]=[CH:23][C:18]([CH2:17][NH:16][C:14]2[N:13]([CH3:25])[C:12]3[CH:26]=[CH:27][C:9]([N:8]([CH3:28])[C:6]4[CH:5]=[CH:4][N:3]=[C:2]([NH:29][C:30]5[CH:35]=[CH:34][C:33]([CH2:36][S:37]([NH2:40])(=[O:38])=[O:39])=[CH:32][CH:31]=5)[N:7]=4)=[CH:10][C:11]=3[N:15]=2)=[CH:19][CH:20]=1, predict the reactants needed to synthesize it. The reactants are: [Cl:1][C:2]1[N:7]=[C:6]([N:8]([CH3:28])[C:9]2[CH:27]=[CH:26][C:12]3[N:13]([CH3:25])[C:14]([NH:16][CH2:17][C:18]4[CH:23]=[CH:22][C:21]([F:24])=[CH:20][CH:19]=4)=[N:15][C:11]=3[CH:10]=2)[CH:5]=[CH:4][N:3]=1.[NH2:29][C:30]1[CH:35]=[CH:34][C:33]([CH2:36][S:37]([NH2:40])(=[O:39])=[O:38])=[CH:32][CH:31]=1.